From a dataset of Full USPTO retrosynthesis dataset with 1.9M reactions from patents (1976-2016). Predict the reactants needed to synthesize the given product. (1) Given the product [CH3:14][O:12][C:11]([C:6]1[C:5]2[C:9](=[CH:10][C:2]([Br:1])=[CH:3][CH:4]=2)[NH:8][CH:7]=1)=[O:13], predict the reactants needed to synthesize it. The reactants are: [Br:1][C:2]1[CH:10]=[C:9]2[C:5]([C:6]([C:11]([OH:13])=[O:12])=[CH:7][NH:8]2)=[CH:4][CH:3]=1.[CH3:14][Si](C=[N+]=[N-])(C)C. (2) Given the product [F:22][C:19]1[C:20]([F:21])=[C:13]([C:6]2[CH:7]=[CH:8][C:3]([C:1]#[N:2])=[CH:4][CH:5]=2)[C:14]([F:24])=[C:15]([F:23])[C:16]=1[C:17]#[N:18], predict the reactants needed to synthesize it. The reactants are: [C:1]([C:3]1[CH:8]=[CH:7][C:6](B(O)O)=[CH:5][CH:4]=1)#[N:2].Br[C:13]1[C:20]([F:21])=[C:19]([F:22])[C:16]([C:17]#[N:18])=[C:15]([F:23])[C:14]=1[F:24].COC1C=CC=C(OC)C=1C1C=CC=CC=1P(C1CCCCC1)C1CCCCC1.[O-]P([O-])([O-])=O.[K+].[K+].[K+]. (3) Given the product [OH:1][C:2]1[C:3]2[S:20][CH:19]=[CH:18][C:4]=2[N:5]([CH3:17])[C:6](=[O:16])[C:7]=1[C:8]([NH:10][CH2:11][C:12]([OH:14])=[O:13])=[O:9], predict the reactants needed to synthesize it. The reactants are: [OH:1][C:2]1[C:3]2[S:20][CH:19]=[CH:18][C:4]=2[N:5]([CH3:17])[C:6](=[O:16])[C:7]=1[C:8]([NH:10][CH2:11][C:12]([O:14]C)=[O:13])=[O:9].Cl.NCC(OC)=O.OC1C2SC=CC=2N(C)C(=O)C=1C(OCC)=O. (4) Given the product [CH3:17][O:16][C:14](=[O:15])[C:13]([NH:1][C:2]1[CH:11]=[CH:10][C:5]2[NH:6][C:7](=[O:9])[O:8][C:4]=2[CH:3]=1)=[CH:12][C:18]([O:20][CH3:21])=[O:19], predict the reactants needed to synthesize it. The reactants are: [NH2:1][C:2]1[CH:11]=[CH:10][C:5]2[NH:6][C:7](=[O:9])[O:8][C:4]=2[CH:3]=1.[C:12]([C:18]([O:20][CH3:21])=[O:19])#[C:13][C:14]([O:16][CH3:17])=[O:15].